Task: Predict the reactants needed to synthesize the given product.. Dataset: Full USPTO retrosynthesis dataset with 1.9M reactions from patents (1976-2016) (1) Given the product [O:1]1[CH2:6][CH2:5][CH:4]([CH2:7][NH:8][C:9]([C:11]2[C:16]([NH:17][C:18]([C:20]3[C:29]4[C:24](=[CH:25][CH:26]=[CH:27][CH:28]=4)[C:23]([CH3:30])=[CH:22][CH:21]=3)=[O:19])=[CH:15][CH:14]=[C:13]([S:33][CH3:32])[N:12]=2)=[O:10])[CH2:3][CH2:2]1, predict the reactants needed to synthesize it. The reactants are: [O:1]1[CH2:6][CH2:5][CH:4]([CH2:7][NH:8][C:9]([C:11]2[C:16]([NH:17][C:18]([C:20]3[C:29]4[C:24](=[CH:25][CH:26]=[CH:27][CH:28]=4)[C:23]([CH3:30])=[CH:22][CH:21]=3)=[O:19])=[CH:15][CH:14]=[C:13](Cl)[N:12]=2)=[O:10])[CH2:3][CH2:2]1.[CH3:32][S-:33].[Na+].O. (2) Given the product [CH3:9][C:4]1[CH:5]=[CH:6][CH:7]=[CH:8][C:3]=1[CH2:2][O:17][C:12]1[CH:13]=[CH:14][CH:15]=[CH:16][C:11]=1[CH3:10], predict the reactants needed to synthesize it. The reactants are: Br[CH2:2][C:3]1[C:4]([CH3:9])=[CH:5][CH:6]=[CH:7][CH:8]=1.[CH3:10][C:11]1[CH:16]=[CH:15][CH:14]=[CH:13][C:12]=1[OH:17].C(=O)([O-])[O-].[Cs+].[Cs+].Cl. (3) Given the product [I:1][C:2]1[C:10]2[C:5](=[N:6][CH:7]=[N:8][C:9]=2[NH2:11])[N:4]([C:24]([C:18]2[CH:23]=[CH:22][CH:21]=[CH:20][CH:19]=2)([C:31]2[CH:32]=[CH:33][CH:34]=[CH:35][CH:36]=2)[C:25]2[CH:26]=[CH:27][CH:28]=[CH:29][CH:30]=2)[N:3]=1, predict the reactants needed to synthesize it. The reactants are: [I:1][C:2]1[C:10]2[C:5](=[N:6][CH:7]=[N:8][C:9]=2[NH2:11])[NH:4][N:3]=1.C(=O)([O-])[O-].[Cs+].[Cs+].[C:18]1([C:24](Cl)([C:31]2[CH:36]=[CH:35][CH:34]=[CH:33][CH:32]=2)[C:25]2[CH:30]=[CH:29][CH:28]=[CH:27][CH:26]=2)[CH:23]=[CH:22][CH:21]=[CH:20][CH:19]=1. (4) The reactants are: Br[C:2]1[CH:3]=[N:4][CH:5]=[C:6]([C:8]#[C:9][CH3:10])[CH:7]=1.[B:11](OC(C)C)([O:16]C(C)C)[O:12]C(C)C.[Li]CCCC.Cl.[OH-].[Na+]. Given the product [C:8]([C:6]1[CH:7]=[C:2]([B:11]([OH:16])[OH:12])[CH:3]=[N:4][CH:5]=1)#[C:9][CH3:10], predict the reactants needed to synthesize it. (5) Given the product [F:35][C:34]([F:36])([F:37])[C:32]1[CH:33]=[C:28]([CH:4]([NH:5][CH2:6][C:7]2[CH:12]=[C:11]([C:13]([F:14])([F:15])[F:16])[CH:10]=[CH:9][C:8]=2[C:17]2[CH:22]=[C:21]([CH:23]([CH3:24])[CH3:25])[CH:20]=[CH:19][C:18]=2[O:26][CH3:27])[CH2:3][OH:2])[CH:29]=[C:30]([C:38]([F:39])([F:40])[F:41])[CH:31]=1, predict the reactants needed to synthesize it. The reactants are: C[O:2][C:3](=O)[CH:4]([C:28]1[CH:33]=[C:32]([C:34]([F:37])([F:36])[F:35])[CH:31]=[C:30]([C:38]([F:41])([F:40])[F:39])[CH:29]=1)[NH:5][CH2:6][C:7]1[CH:12]=[C:11]([C:13]([F:16])([F:15])[F:14])[CH:10]=[CH:9][C:8]=1[C:17]1[CH:22]=[C:21]([CH:23]([CH3:25])[CH3:24])[CH:20]=[CH:19][C:18]=1[O:26][CH3:27]. (6) Given the product [CH2:27]([C:22]12[CH2:25][CH2:26][C:19]([C:15]3[CH:16]=[CH:17][CH:18]=[C:13]([O:6][C:7]4[CH:12]=[CH:11][CH:10]=[CH:9][CH:8]=4)[CH:14]=3)([CH2:24][CH2:23]1)[O:20][CH2:21]2)[CH2:28][CH2:29][CH:30]=[CH2:2], predict the reactants needed to synthesize it. The reactants are: [Li][CH2:2]CCC.[O:6]([C:13]1[CH:14]=[C:15]([C:19]23[CH2:26][CH2:25][C:22]([CH2:27][CH2:28][CH2:29][CH:30]=O)([CH2:23][CH2:24]2)[CH2:21][O:20]3)[CH:16]=[CH:17][CH:18]=1)[C:7]1[CH:12]=[CH:11][CH:10]=[CH:9][CH:8]=1.